This data is from Catalyst prediction with 721,799 reactions and 888 catalyst types from USPTO. The task is: Predict which catalyst facilitates the given reaction. (1) The catalyst class is: 3. Product: [OH:43][CH:44]1[CH2:49][CH2:48][N:47]([C:11](=[O:13])[CH2:10][O:9][C:6]2[C:7](=[O:8])[N:2]([CH3:1])[N:3]=[CH:4][CH:5]=2)[CH2:46][CH2:45]1. Reactant: [CH3:1][N:2]1[C:7](=[O:8])[C:6]([O:9][CH2:10][C:11]([OH:13])=O)=[CH:5][CH:4]=[N:3]1.CN(C(ON1N=NC2C=CC=CC1=2)=[N+](C)C)C.[B-](F)(F)(F)F.CCN(CC)CC.[OH:43][CH:44]1[CH2:49][CH2:48][NH:47][CH2:46][CH2:45]1. (2) Reactant: C([O:8][C:9]1[C:14]([CH2:15][N:16]2[C:22](=[O:23])[C:21]3[C:24]([CH3:33])=[C:25]([O:29][CH:30]([CH3:32])[CH3:31])[CH:26]=[C:27](Br)[C:20]=3[O:19][CH2:18][CH2:17]2)=[C:13]([CH3:34])[CH:12]=[C:11]([CH3:35])[N:10]=1)C1C=CC=CC=1.FC(F)(F)C(O)=O.[CH3:43][N:44](C)C(=O)C. Product: [CH3:34][C:13]1[CH:12]=[C:11]([CH3:35])[NH:10][C:9](=[O:8])[C:14]=1[CH2:15][N:16]1[C:22](=[O:23])[C:21]2[C:24]([CH3:33])=[C:25]([O:29][CH:30]([CH3:32])[CH3:31])[CH:26]=[C:27]([C:43]#[N:44])[C:20]=2[O:19][CH2:18][CH2:17]1. The catalyst class is: 6.